Predict the reactants needed to synthesize the given product. From a dataset of Full USPTO retrosynthesis dataset with 1.9M reactions from patents (1976-2016). Given the product [CH2:23]([S:20]([N:17]1[CH2:18][CH2:19][CH:14]([C:5]2[C:4]3[C:8](=[C:9]([C:11]([NH2:13])=[O:12])[CH:10]=[C:2]([C:31]4[CH:32]=[CH:33][C:28]([CH2:27][CH2:25][NH:26][CH3:37])=[CH:29][CH:30]=4)[CH:3]=3)[NH:7][CH:6]=2)[CH2:15][CH2:16]1)(=[O:22])=[O:21])[CH3:24], predict the reactants needed to synthesize it. The reactants are: Br[C:2]1[CH:3]=[C:4]2[C:8](=[C:9]([C:11]([NH2:13])=[O:12])[CH:10]=1)[NH:7][CH:6]=[C:5]2[CH:14]1[CH2:19][CH2:18][N:17]([S:20]([CH2:23][CH3:24])(=[O:22])=[O:21])[CH2:16][CH2:15]1.[C:25]([CH2:27][C:28]1[CH:33]=[CH:32][C:31](B(O)O)=[CH:30][CH:29]=1)#[N:26].[C:37](=O)([O-])[O-].[K+].[K+].